Predict the product of the given reaction. From a dataset of Forward reaction prediction with 1.9M reactions from USPTO patents (1976-2016). (1) Given the reactants O[C:2]1[CH:7]=[C:6]([C:8]([CH3:11])([CH3:10])[CH3:9])[N:5]=[CH:4][N:3]=1.P(Cl)(Cl)([Cl:14])=O, predict the reaction product. The product is: [Cl:14][C:2]1[CH:7]=[C:6]([C:8]([CH3:11])([CH3:10])[CH3:9])[N:5]=[CH:4][N:3]=1. (2) Given the reactants [CH3:1][C:2]1[C:7]([CH3:8])=[CH:6][CH:5]=[CH:4][C:3]=1[C:9]1[CH:14]=[CH:13][CH:12]=[CH:11][C:10]=1[CH2:15][CH2:16][C:17]([OH:19])=O.[CH:20]([NH:23][NH:24][C:25]([C:27]1[CH:31]=[CH:30][O:29][CH:28]=1)=[O:26])([CH3:22])[CH3:21].C(N(CC)CC)C.C1C=CC2N(O)N=NC=2C=1.CCN=C=NCCCN(C)C, predict the reaction product. The product is: [CH3:1][C:2]1[C:7]([CH3:8])=[CH:6][CH:5]=[CH:4][C:3]=1[C:9]1[CH:14]=[CH:13][CH:12]=[CH:11][C:10]=1[CH2:15][CH2:16][C:17]([N:23]([CH:20]([CH3:22])[CH3:21])[NH:24][C:25]([C:27]1[CH:31]=[CH:30][O:29][CH:28]=1)=[O:26])=[O:19].